Dataset: Full USPTO retrosynthesis dataset with 1.9M reactions from patents (1976-2016). Task: Predict the reactants needed to synthesize the given product. Given the product [Cl:25][C:26]1[CH:34]=[CH:33][C:29]([C:30]([NH:48][C@@H:49]([CH:54]2[CH2:59][CH2:58][CH2:57][CH2:56][CH2:55]2)[C:50]([O:52][CH3:53])=[O:51])=[O:32])=[C:28]([NH:35][C:36]([NH:38][C:39]2[C:44]([Cl:45])=[CH:43][CH:42]=[CH:41][C:40]=2[Cl:46])=[O:37])[CH:27]=1, predict the reactants needed to synthesize it. The reactants are: CN(C(ON1N=NC2C=CC=NC1=2)=[N+](C)C)C.F[P-](F)(F)(F)(F)F.[Cl:25][C:26]1[CH:34]=[CH:33][C:29]([C:30]([OH:32])=O)=[C:28]([NH:35][C:36]([NH:38][C:39]2[C:44]([Cl:45])=[CH:43][CH:42]=[CH:41][C:40]=2[Cl:46])=[O:37])[CH:27]=1.Cl.[NH2:48][C@@H:49]([CH:54]1[CH2:59][CH2:58][CH2:57][CH2:56][CH2:55]1)[C:50]([O:52][CH3:53])=[O:51].C(N(C(C)C)CC)(C)C.